This data is from Forward reaction prediction with 1.9M reactions from USPTO patents (1976-2016). The task is: Predict the product of the given reaction. (1) Given the reactants [N:1]1[CH:2]=[C:3]([C:10]([NH:12][C:13]2[CH:14]=[C:15]([C:20]3[N:24]=[C:23]([CH2:25][N:26](C)C(=O)OC(C)(C)C)[O:22][N:21]=3)[CH:16]=[CH:17][C:18]=2[CH3:19])=[O:11])[N:4]2[CH:9]=[CH:8][CH:7]=[CH:6][C:5]=12.Cl, predict the reaction product. The product is: [NH2:26][CH2:25][C:23]1[O:22][N:21]=[C:20]([C:15]2[CH:16]=[CH:17][C:18]([CH3:19])=[C:13]([NH:12][C:10]([C:3]3[N:4]4[CH:9]=[CH:8][CH:7]=[CH:6][C:5]4=[N:1][CH:2]=3)=[O:11])[CH:14]=2)[N:24]=1. (2) Given the reactants [NH2:1][C:2]1[C:10]2[C:9]([C:11]3[CH:16]=[CH:15][C:14]([Cl:17])=[C:13]([Cl:18])[CH:12]=3)=[N:8][C:7](S(C)=O)=[N:6][C:5]=2[S:4][C:3]=1[C:22]([NH2:24])=[O:23].Cl.[NH2:26][CH2:27][CH2:28][C:29]([NH2:31])=[O:30].CCN(C(C)C)C(C)C.CN(C=O)C, predict the reaction product. The product is: [NH2:1][C:2]1[C:10]2[C:9]([C:11]3[CH:16]=[CH:15][C:14]([Cl:17])=[C:13]([Cl:18])[CH:12]=3)=[N:8][C:7]([NH:26][CH2:27][CH2:28][C:29](=[O:30])[NH2:31])=[N:6][C:5]=2[S:4][C:3]=1[C:22]([NH2:24])=[O:23]. (3) Given the reactants [NH:1]1[CH2:6][CH2:5][C:4]2([C:14]3[C:9](=[CH:10][CH:11]=[CH:12][CH:13]=3)[C:8](=[O:15])[CH2:7]2)[CH2:3][CH2:2]1.[CH2:16]=O, predict the reaction product. The product is: [CH3:16][N:1]1[CH2:6][CH2:5][C:4]2([C:14]3[C:9](=[CH:10][CH:11]=[CH:12][CH:13]=3)[C:8](=[O:15])[CH2:7]2)[CH2:3][CH2:2]1. (4) Given the reactants [Cl:1][CH2:2][C:3](Cl)=[O:4].[NH2:6][C@@H:7]([C:17]1[CH:22]=[CH:21][C:20]([Cl:23])=[CH:19][CH:18]=1)[C@H:8]([C:10]1[CH:15]=[CH:14][CH:13]=[C:12]([Cl:16])[CH:11]=1)[OH:9].C(N(CC)CC)C.[Cl-].[NH4+], predict the reaction product. The product is: [Cl:1][CH2:2][C:3]([NH:6][C@H:7]([C:17]1[CH:22]=[CH:21][C:20]([Cl:23])=[CH:19][CH:18]=1)[C@@H:8]([C:10]1[CH:15]=[CH:14][CH:13]=[C:12]([Cl:16])[CH:11]=1)[OH:9])=[O:4].